Dataset: Full USPTO retrosynthesis dataset with 1.9M reactions from patents (1976-2016). Task: Predict the reactants needed to synthesize the given product. Given the product [CH2:27]([O:26][C:24](=[O:25])[CH2:23][CH:22]1[O:21][B:20]([OH:29])[C:19]2[CH:30]=[C:15]([O:14][CH:11]3[CH2:12][CH2:13][NH:8][CH2:9][CH2:10]3)[CH:16]=[CH:17][C:18]1=2)[CH3:28], predict the reactants needed to synthesize it. The reactants are: C(OC([N:8]1[CH2:13][CH2:12][CH:11]([O:14][C:15]2[CH:16]=[CH:17][C:18]3[CH:22]([CH2:23][C:24]([O:26][CH2:27][CH3:28])=[O:25])[O:21][B:20]([OH:29])[C:19]=3[CH:30]=2)[CH2:10][CH2:9]1)=O)(C)(C)C.Cl.